This data is from Reaction yield outcomes from USPTO patents with 853,638 reactions. The task is: Predict the reaction yield, written as a fraction of the theoretical maximum amount of product (1.0 means a 100% yield; for example, 0.34 means a 34% yield). (1) The catalyst is CN(C=O)C. The reactants are O[C:2]1[CH:11]=[CH:10][C:9]2[C:4](=CC=CC=2)[C:3]=1[CH:12]=O.Br[CH2:25][CH:26]([CH2:25][CH2:26][CH2:27][CH2:28][CH2:29][CH3:30])[CH2:27][CH2:28][CH2:29][CH2:30]CCCC.C(=O)([O-])[O-].[K+].[K+]. The product is [C:3]1([CH3:12])[CH:4]=[CH:9][CH:10]=[CH:11][CH:2]=1.[CH2:25]1[CH2:26][CH2:27][CH2:28][CH2:29][CH2:30]1. The yield is 0.960. (2) The reactants are [C:1]([O:9][CH2:10][CH3:11])(=[O:8])[CH2:2][C:3]([O:5][CH2:6][CH3:7])=[O:4].CC1C=CC(S(O[CH2:23][C:24]23[CH2:31][CH2:30][C:27]([C:32]4[CH:37]=[CH:36][CH:35]=[C:34]([O:38][C:39]5[CH:44]=[CH:43][CH:42]=[CH:41][CH:40]=5)[CH:33]=4)([CH2:28][CH2:29]2)[O:26][CH2:25]3)(=O)=O)=CC=1.[NH4+].[Cl-]. The catalyst is [N+](CCCC)(CCCC)(CCCC)CCCC.[I-]. The product is [O:38]([C:34]1[CH:33]=[C:32]([C:27]23[CH2:30][CH2:31][C:24]([CH2:23][CH:2]([C:3]([O:5][CH2:6][CH3:7])=[O:4])[C:1]([O:9][CH2:10][CH3:11])=[O:8])([CH2:29][CH2:28]2)[CH2:25][O:26]3)[CH:37]=[CH:36][CH:35]=1)[C:39]1[CH:40]=[CH:41][CH:42]=[CH:43][CH:44]=1. The yield is 0.820. (3) The reactants are Cl[CH2:2][CH2:3][N:4]1[C:12]2[C:7](=[CH:8][C:9]([O:13][CH3:14])=[CH:10][CH:11]=2)[C:6]([CH:15]=[O:16])=[C:5]1[C:17]1[C:18]([CH3:24])=[N:19][N:20]([CH3:23])[C:21]=1[CH3:22].[CH3:25][N:26]1[CH2:31][CH2:30][NH:29][CH2:28][CH2:27]1. No catalyst specified. The product is [CH3:14][O:13][C:9]1[CH:8]=[C:7]2[C:12](=[CH:11][CH:10]=1)[N:4]([CH2:3][CH2:2][N:29]1[CH2:30][CH2:31][N:26]([CH3:25])[CH2:27][CH2:28]1)[C:5]([C:17]1[C:18]([CH3:24])=[N:19][N:20]([CH3:23])[C:21]=1[CH3:22])=[C:6]2[CH:15]=[O:16]. The yield is 0.400. (4) The yield is 0.950. The catalyst is CCCCCC.C1(C)C=CC=CC=1.O1CCCC1.C(O)(=O)C. The reactants are C([Li])CCC.C([Mg]Cl)CCC.Br[C:13]1[CH:18]=[CH:17][CH:16]=[C:15]([Br:19])[N:14]=1.CN(C)[CH:22]=[O:23]. The product is [Br:19][C:15]1[N:14]=[C:13]([CH:22]=[O:23])[CH:18]=[CH:17][CH:16]=1.